Dataset: Full USPTO retrosynthesis dataset with 1.9M reactions from patents (1976-2016). Task: Predict the reactants needed to synthesize the given product. (1) Given the product [CH3:12][C:11]1([CH3:14])[NH:13][CH:22]([C:21]2[CH:20]=[CH:19][C:18](/[CH:24]=[CH:25]/[C:26]([O:28][CH3:29])=[O:27])=[CH:17][C:16]=2[F:15])[C:2]2[NH:1][C:9]3[C:4]([C:3]=2[CH2:10]1)=[CH:5][CH:6]=[CH:7][CH:8]=3, predict the reactants needed to synthesize it. The reactants are: [NH:1]1[C:9]2[C:4](=[CH:5][CH:6]=[CH:7][CH:8]=2)[C:3]([CH2:10][C:11]([CH3:14])([NH2:13])[CH3:12])=[CH:2]1.[F:15][C:16]1[CH:17]=[C:18](/[CH:24]=[CH:25]/[C:26]([O:28][CH3:29])=[O:27])[CH:19]=[CH:20][C:21]=1[CH:22]=O. (2) Given the product [CH3:23][O:22][C:8]1[CH:7]=[C:6]2[N:5]=[CH:4][N:3]=[C:2]([NH:28][C:27]3[CH:29]=[CH:30][C:31]([F:32])=[C:25]([Cl:24])[CH:26]=3)[C:11]2=[CH:10][C:9]=1[O:12][CH2:13][CH2:14][CH2:15][N:16]1[CH2:21][CH2:20][O:19][CH2:18][CH2:17]1, predict the reactants needed to synthesize it. The reactants are: Cl[C:2]1[C:11]2[C:6](=[CH:7][C:8]([O:22][CH3:23])=[C:9]([O:12][CH2:13][CH2:14][CH2:15][N:16]3[CH2:21][CH2:20][O:19][CH2:18][CH2:17]3)[CH:10]=2)[N:5]=[CH:4][N:3]=1.[Cl:24][C:25]1[CH:26]=[C:27]([CH:29]=[CH:30][C:31]=1[F:32])[NH2:28]. (3) Given the product [CH:16]1([C@H:14]([OH:15])[CH2:13][NH:12][CH2:11][C:1]23[CH2:2][CH:3]4[CH2:9][CH:7]([CH2:6][CH:5]([CH2:4]4)[CH2:10]2)[CH2:8]3)[CH2:17][CH2:18][CH2:19][CH2:20][CH2:21]1, predict the reactants needed to synthesize it. The reactants are: [C:1]12([CH2:11][NH:12][CH2:13][C@H:14]([C:16]3[CH:21]=[CH:20][CH:19]=[CH:18][CH:17]=3)[OH:15])[CH2:10][CH:5]3[CH2:6][CH:7]([CH2:9][CH:3]([CH2:4]3)[CH2:2]1)[CH2:8]2.